From a dataset of Merck oncology drug combination screen with 23,052 pairs across 39 cell lines. Regression. Given two drug SMILES strings and cell line genomic features, predict the synergy score measuring deviation from expected non-interaction effect. (1) Drug 1: O=C(O)C1(Cc2cccc(Nc3nccs3)n2)CCC(Oc2cccc(Cl)c2F)CC1. Drug 2: Cn1c(=O)n(-c2ccc(C(C)(C)C#N)cc2)c2c3cc(-c4cnc5ccccc5c4)ccc3ncc21. Cell line: DLD1. Synergy scores: synergy=14.8. (2) Drug 1: N#Cc1ccc(Cn2cncc2CN2CCN(c3cccc(Cl)c3)C(=O)C2)cc1. Drug 2: C#Cc1cccc(Nc2ncnc3cc(OCCOC)c(OCCOC)cc23)c1. Cell line: HT144. Synergy scores: synergy=8.94. (3) Drug 1: O=S1(=O)NC2(CN1CC(F)(F)F)C1CCC2Cc2cc(C=CCN3CCC(C(F)(F)F)CC3)ccc2C1. Drug 2: COc1cc(C2c3cc4c(cc3C(OC3OC5COC(C)OC5C(O)C3O)C3COC(=O)C23)OCO4)cc(OC)c1O. Cell line: MDAMB436. Synergy scores: synergy=14.6. (4) Cell line: SKOV3. Drug 1: C=CCn1c(=O)c2cnc(Nc3ccc(N4CCN(C)CC4)cc3)nc2n1-c1cccc(C(C)(C)O)n1. Drug 2: NC1(c2ccc(-c3nc4ccn5c(=O)[nH]nc5c4cc3-c3ccccc3)cc2)CCC1. Synergy scores: synergy=28.8. (5) Drug 2: C#Cc1cccc(Nc2ncnc3cc(OCCOC)c(OCCOC)cc23)c1. Cell line: NCIH23. Drug 1: NC1(c2ccc(-c3nc4ccn5c(=O)[nH]nc5c4cc3-c3ccccc3)cc2)CCC1. Synergy scores: synergy=21.5. (6) Drug 1: N.N.O=C(O)C1(C(=O)O)CCC1.[Pt]. Drug 2: CCc1cnn2c(NCc3ccc[n+]([O-])c3)cc(N3CCCCC3CCO)nc12. Cell line: RPMI7951. Synergy scores: synergy=-8.88. (7) Cell line: A375. Drug 1: O=S1(=O)NC2(CN1CC(F)(F)F)C1CCC2Cc2cc(C=CCN3CCC(C(F)(F)F)CC3)ccc2C1. Drug 2: O=P1(N(CCCl)CCCl)NCCCO1. Synergy scores: synergy=-3.25. (8) Cell line: NCIH520. Drug 2: O=C(O)C1(Cc2cccc(Nc3nccs3)n2)CCC(Oc2cccc(Cl)c2F)CC1. Drug 1: COc1cccc2c1C(=O)c1c(O)c3c(c(O)c1C2=O)CC(O)(C(=O)CO)CC3OC1CC(N)C(O)C(C)O1. Synergy scores: synergy=-21.1.